Dataset: Reaction yield outcomes from USPTO patents with 853,638 reactions. Task: Predict the reaction yield, written as a fraction of the theoretical maximum amount of product (1.0 means a 100% yield; for example, 0.34 means a 34% yield). (1) The reactants are FC(F)(F)C(O)=O.[CH2:8]([C:10]1([C:16]2[CH:17]=[C:18]([NH:22][S:23]([CH3:26])(=[O:25])=[O:24])[CH:19]=[CH:20][CH:21]=2)[CH:15]2[CH:11]1[CH2:12][NH:13][CH2:14]2)[CH3:9].[C:27]([C:29]1[CH:36]=[CH:35][C:32]([CH:33]=O)=[CH:31][CH:30]=1)#[N:28]. No catalyst specified. The product is [C:27]([C:29]1[CH:36]=[CH:35][C:32]([CH2:33][N:13]2[CH2:14][CH:15]3[CH:11]([C:10]3([C:16]3[CH:17]=[C:18]([NH:22][S:23]([CH3:26])(=[O:25])=[O:24])[CH:19]=[CH:20][CH:21]=3)[CH2:8][CH3:9])[CH2:12]2)=[CH:31][CH:30]=1)#[N:28]. The yield is 0.280. (2) The reactants are [NH2:1][C:2]1[CH2:6][CH2:5][CH:4]([CH:7]([CH3:9])[CH3:8])[C:3]=1[C:10]([O:12]C)=O.C([O-])=O.[NH4+].[CH:18]([NH2:20])=O. The catalyst is O. The product is [CH:7]([CH:4]1[C:3]2[C:10]([OH:12])=[N:20][CH:18]=[N:1][C:2]=2[CH2:6][CH2:5]1)([CH3:9])[CH3:8]. The yield is 1.00. (3) The reactants are [C:1]([O:7][C:8]1[CH:9]=[C:10]2[C:14](=[C:15]([N+:17]([O-])=O)[CH:16]=1)[NH:13][C:12]([C:20]1[S:21][CH:22]([CH:25]([O:28][CH3:29])[O:26][CH3:27])[CH2:23][N:24]=1)=[CH:11]2)(=[O:6])[C:2]([CH3:5])([CH3:4])[CH3:3].O.[Cl-].[Ca+2].[Cl-].C(=O)([O-])O.[Na+]. The catalyst is C(O)C.[Fe]. The product is [C:1]([O:7][C:8]1[CH:9]=[C:10]2[C:14](=[C:15]([NH2:17])[CH:16]=1)[NH:13][C:12]([C:20]1[S:21][CH:22]([CH:25]([O:26][CH3:27])[O:28][CH3:29])[CH2:23][N:24]=1)=[CH:11]2)(=[O:6])[C:2]([CH3:5])([CH3:4])[CH3:3]. The yield is 0.640. (4) The reactants are Br[C:2]1[CH:3]=[CH:4][C:5]([NH2:8])=[N:6][CH:7]=1.[Li]CCCC.Cl[Si](C)(C)CC[Si](Cl)(C)C.[O:24]=[C:25]1[CH2:30][CH2:29][N:28]([C:31]([O:33][C:34]([CH3:37])([CH3:36])[CH3:35])=[O:32])[CH2:27][CH2:26]1. The catalyst is C1COCC1.CCOC(C)=O. The product is [NH2:8][C:5]1[N:6]=[CH:7][C:2]([C:25]2([OH:24])[CH2:26][CH2:27][N:28]([C:31]([O:33][C:34]([CH3:36])([CH3:35])[CH3:37])=[O:32])[CH2:29][CH2:30]2)=[CH:3][CH:4]=1. The yield is 0.640. (5) The reactants are [C:1]([C:3]1[C:4]([I:17])=[C:5]([C:12]([O:14][CH2:15][CH3:16])=[O:13])[S:6][C:7]=1S(C)(=O)=O)#[N:2].Cl.[F:19][CH2:20][CH:21]1[O:26][CH2:25][CH2:24][NH:23][CH2:22]1.C1COCC1. No catalyst specified. The product is [C:1]([C:3]1[C:4]([I:17])=[C:5]([C:12]([O:14][CH2:15][CH3:16])=[O:13])[S:6][C:7]=1[N:23]1[CH2:24][CH2:25][O:26][CH:21]([CH2:20][F:19])[CH2:22]1)#[N:2]. The yield is 0.364. (6) The reactants are [CH3:1][O:2][C:3]1[CH:12]=[C:11]2[C:6]([N:7]=[CH:8][C:9](=[O:13])[NH:10]2)=[CH:5][CH:4]=1.[H-].[Li+].Br[CH2:17][CH2:18][CH:19]([O:22][CH3:23])[O:20][CH3:21].[I-].[Na+]. The yield is 0.720. The product is [CH3:21][O:20][CH:19]([O:22][CH3:23])[CH2:18][CH2:17][N:10]1[C:11]2[C:6](=[CH:5][CH:4]=[C:3]([O:2][CH3:1])[CH:12]=2)[N:7]=[CH:8][C:9]1=[O:13]. The catalyst is CN(C)C=O.C(OCC)(=O)C. (7) The reactants are [Cl:1][C:2]1[CH:21]=[CH:20][C:5]([O:6][C:7]2[CH:19]=[CH:18][C:10]([C:11]([NH:13][CH2:14][CH2:15][O:16][CH3:17])=[O:12])=[CH:9][CH:8]=2)=[C:4]([N+:22]([O-])=O)[CH:3]=1.Cl[Sn]Cl. No catalyst specified. The product is [NH2:22][C:4]1[CH:3]=[C:2]([Cl:1])[CH:21]=[CH:20][C:5]=1[O:6][C:7]1[CH:19]=[CH:18][C:10]([C:11]([NH:13][CH2:14][CH2:15][O:16][CH3:17])=[O:12])=[CH:9][CH:8]=1. The yield is 1.00.